This data is from Catalyst prediction with 721,799 reactions and 888 catalyst types from USPTO. The task is: Predict which catalyst facilitates the given reaction. (1) Reactant: [CH3:1][C:2]1[C:11]2[C:6](=[CH:7][CH:8]=[CH:9][CH:10]=2)[C:5]([C:12](Cl)=[O:13])=[CH:4][CH:3]=1.[CH3:15][C:16]1[N:24]([CH2:25][CH2:26][N:27]2[CH2:32][CH2:31][O:30][CH2:29][CH2:28]2)[C:19]2=[N:20][CH:21]=[CH:22][CH:23]=[C:18]2[CH:17]=1.[Cl-].[Cl-].C([Al+2])C. Product: [CH3:15][C:16]1[N:24]([CH2:25][CH2:26][N:27]2[CH2:32][CH2:31][O:30][CH2:29][CH2:28]2)[C:19]2=[N:20][CH:21]=[CH:22][CH:23]=[C:18]2[C:17]=1[C:12]([C:5]1[C:6]2[C:11](=[CH:10][CH:9]=[CH:8][CH:7]=2)[C:2]([CH3:1])=[CH:3][CH:4]=1)=[O:13]. The catalyst class is: 2. (2) Reactant: I[C:2]1[C:3]([O:25]C)=[CH:4][C:5]([O:23]C)=[C:6]([C:8]2[N:12]([C:13]3[CH:22]=[CH:21][C:16]4[O:17][CH2:18][CH2:19][O:20][C:15]=4[CH:14]=3)[N:11]=[CH:10][CH:9]=2)[CH:7]=1.[CH:27]([C:29]1[CH:34]=[CH:33][C:32]([CH3:35])=[CH:31][CH:30]=1)=[CH2:28]. Product: [CH3:35][C:32]1[CH:33]=[CH:34][C:29]([CH2:27][CH2:28][C:2]2[C:3]([OH:25])=[CH:4][C:5]([OH:23])=[C:6]([C:8]3[N:12]([C:13]4[CH:22]=[CH:21][C:16]5[O:17][CH2:18][CH2:19][O:20][C:15]=5[CH:14]=4)[N:11]=[CH:10][CH:9]=3)[CH:7]=2)=[CH:30][CH:31]=1. The catalyst class is: 28.